This data is from Forward reaction prediction with 1.9M reactions from USPTO patents (1976-2016). The task is: Predict the product of the given reaction. (1) Given the reactants [Cl:1][C:2]1[C:3]2[N:4]([C:8]([CH:11]3[CH2:21][N:15]4[C:16](=[O:20])[O:17][CH2:18][CH2:19][CH:14]4[CH2:13][CH2:12]3)=[N:9][CH:10]=2)[CH:5]=[CH:6][N:7]=1.C1C(=O)N([Br:29])C(=O)C1.O, predict the reaction product. The product is: [Br:29][C:10]1[N:9]=[C:8]([CH:11]2[CH2:21][N:15]3[C:16](=[O:20])[O:17][CH2:18][CH2:19][CH:14]3[CH2:13][CH2:12]2)[N:4]2[CH:5]=[CH:6][N:7]=[C:2]([Cl:1])[C:3]=12. (2) Given the reactants [NH2:1][C:2]1[CH:7]=[CH:6][C:5]([OH:8])=[CH:4][C:3]=1[C:9](=O)[CH:10]([CH3:12])[CH3:11].[N:14]([O-])=O.[Na+].O.O.[Sn](Cl)Cl.[OH-].[Na+], predict the reaction product. The product is: [OH:8][C:5]1[CH:4]=[C:3]2[C:2](=[CH:7][CH:6]=1)[NH:1][N:14]=[C:9]2[CH:10]([CH3:12])[CH3:11]. (3) Given the reactants [Cl:1][C:2]1[CH:3]=[C:4]2[C:8](=[CH:9][CH:10]=1)[NH:7][CH:6]=[C:5]2[CH2:11][N:12]1[C:20]([C:21]2[N:25]([CH3:26])[CH:24]=[C:23]([C:27]([OH:29])=O)[CH:22]=2)=[C:19]2[C:14]([N:15]([CH2:33][CH:34]([CH3:36])[CH3:35])[C:16](=[O:32])[N:17]([CH3:31])[C:18]2=[O:30])=[N:13]1.[CH3:37][S:38]([CH2:41][CH2:42][NH2:43])(=[O:40])=[O:39].C(P(=O)(OCC)OCC)#N, predict the reaction product. The product is: [Cl:1][C:2]1[CH:3]=[C:4]2[C:8](=[CH:9][CH:10]=1)[NH:7][CH:6]=[C:5]2[CH2:11][N:12]1[C:20]([C:21]2[N:25]([CH3:26])[CH:24]=[C:23]([C:27]([NH:43][CH2:42][CH2:41][S:38]([CH3:37])(=[O:40])=[O:39])=[O:29])[CH:22]=2)=[C:19]2[C:14]([N:15]([CH2:33][CH:34]([CH3:36])[CH3:35])[C:16](=[O:32])[N:17]([CH3:31])[C:18]2=[O:30])=[N:13]1. (4) Given the reactants Cl.C(OC(=O)[NH:8][C:9]1[CH:14]=[CH:13][C:12]([O:15][C:16]2[CH:21]=[CH:20][N:19]=[C:18]([NH:22][C:23]([N:25]3[CH2:30][CH2:29][CH:28]([N:31]4[CH2:36][CH2:35][N:34]([CH3:37])[CH2:33][CH2:32]4)[CH2:27][CH2:26]3)=[O:24])[CH:17]=2)=[CH:11][C:10]=1[F:38])(C)(C)C.[OH-].[Na+], predict the reaction product. The product is: [NH2:8][C:9]1[CH:14]=[CH:13][C:12]([O:15][C:16]2[CH:21]=[CH:20][N:19]=[C:18]([NH:22][C:23]([N:25]3[CH2:30][CH2:29][CH:28]([N:31]4[CH2:32][CH2:33][N:34]([CH3:37])[CH2:35][CH2:36]4)[CH2:27][CH2:26]3)=[O:24])[CH:17]=2)=[CH:11][C:10]=1[F:38]. (5) Given the reactants [CH3:1][C:2]1[CH:3]=[C:4]2[CH:10]=[CH:9][N:8]([S:11]([C:14]3[CH:20]=[CH:19][C:17]([CH3:18])=[CH:16][CH:15]=3)(=[O:13])=[O:12])[C:5]2=[N:6][CH:7]=1.[Br:21]Br, predict the reaction product. The product is: [Br:21][C:10]1[C:4]2[C:5](=[N:6][CH:7]=[C:2]([CH3:1])[CH:3]=2)[N:8]([S:11]([C:14]2[CH:20]=[CH:19][C:17]([CH3:18])=[CH:16][CH:15]=2)(=[O:13])=[O:12])[CH:9]=1. (6) Given the reactants C1(P(C2CCCCC2)C2C=CC=CC=2C2C(OC(C)C)=CC=CC=2OC(C)C)CCCCC1.[Cl:34][C:35]1[CH:36]=[C:37]([CH:42]2[CH2:48][CH2:47][NH:46][C:45](=[O:49])[C:44]3[S:50][C:51](I)=[CH:52][C:43]2=3)[CH:38]=[CH:39][C:40]=1[Cl:41].[NH:54]1[CH2:59][CH2:58][O:57][CH2:56][CH2:55]1.C[Si]([N-][Si](C)(C)C)(C)C.[Li+], predict the reaction product. The product is: [Cl:34][C:35]1[CH:36]=[C:37]([CH:42]2[CH2:48][CH2:47][NH:46][C:45](=[O:49])[C:44]3[S:50][C:51]([N:54]4[CH2:59][CH2:58][O:57][CH2:56][CH2:55]4)=[CH:52][C:43]2=3)[CH:38]=[CH:39][C:40]=1[Cl:41].